This data is from Forward reaction prediction with 1.9M reactions from USPTO patents (1976-2016). The task is: Predict the product of the given reaction. (1) Given the reactants [C:1]([O:5][C:6]([NH:8][CH2:9][C:10]1[CH:18]=[CH:17][C:13]([C:14](O)=[O:15])=[CH:12][CH:11]=1)=[O:7])([CH3:4])([CH3:3])[CH3:2].O, predict the reaction product. The product is: [C:1]([O:5][C:6](=[O:7])[NH:8][CH2:9][C:10]1[CH:11]=[CH:12][C:13]([CH2:14][OH:15])=[CH:17][CH:18]=1)([CH3:4])([CH3:2])[CH3:3]. (2) Given the reactants Cl[C:2]1[C:3]([N:8]2[CH2:11][CH:10]([C:12]3[CH:21]=[CH:20][C:19]4[C:14](=[CH:15][CH:16]=[CH:17][CH:18]=4)[N:13]=3)[CH2:9]2)=[N:4][CH:5]=[CH:6][N:7]=1.[NH:22]1[CH2:27][CH2:26][CH2:25][CH2:24][CH2:23]1.C(N(CC)CC)C, predict the reaction product. The product is: [N:22]1([C:2]2[C:3]([N:8]3[CH2:11][CH:10]([C:12]4[CH:21]=[CH:20][C:19]5[C:14](=[CH:15][CH:16]=[CH:17][CH:18]=5)[N:13]=4)[CH2:9]3)=[N:4][CH:5]=[CH:6][N:7]=2)[CH2:27][CH2:26][CH2:25][CH2:24][CH2:23]1. (3) Given the reactants [NH2:1][C:2]1[C:3]([N+:12]([O-])=O)=[C:4]([CH:8]=[CH:9][C:10]=1[CH3:11])[C:5]([OH:7])=[O:6].[CH:15](O)=O, predict the reaction product. The product is: [CH3:11][C:10]1[C:2]2[NH:1][CH:15]=[N:12][C:3]=2[C:4]([C:5]([OH:7])=[O:6])=[CH:8][CH:9]=1. (4) Given the reactants [CH3:1][O:2][C:3]1[CH:8]=[C:7]([N+:9]([O-:11])=[O:10])[CH:6]=[CH:5][C:4]=1[OH:12].[Br:13]Br.O, predict the reaction product. The product is: [Br:13][C:5]1[CH:6]=[C:7]([N+:9]([O-:11])=[O:10])[CH:8]=[C:3]([O:2][CH3:1])[C:4]=1[OH:12]. (5) Given the reactants [CH3:1][C:2]1[O:3][C:4]2[CH:10]=[CH:9][C:8]([NH2:11])=[CH:7][C:5]=2[N:6]=1.F[C:13]1[C:18]([C:19]2[N:24]=[C:23]([CH3:25])[N:22]=[C:21]([N:26]([CH2:36][C:37]3[CH:42]=[CH:41][C:40]([O:43][CH3:44])=[CH:39][CH:38]=3)[CH2:27][C:28]3[CH:33]=[CH:32][C:31]([O:34][CH3:35])=[CH:30][CH:29]=3)[N:20]=2)=[CH:17][CH:16]=[CH:15][N:14]=1, predict the reaction product. The product is: [CH3:44][O:43][C:40]1[CH:39]=[CH:38][C:37]([CH2:36][N:26]([CH2:27][C:28]2[CH:29]=[CH:30][C:31]([O:34][CH3:35])=[CH:32][CH:33]=2)[C:21]2[N:22]=[C:23]([CH3:25])[N:24]=[C:19]([C:18]3[C:13]([NH:11][C:8]4[CH:9]=[CH:10][C:4]5[O:3][C:2]([CH3:1])=[N:6][C:5]=5[CH:7]=4)=[N:14][CH:15]=[CH:16][CH:17]=3)[N:20]=2)=[CH:42][CH:41]=1. (6) Given the reactants [O:1]=[C:2]1[C:6]([C:13]2[CH:18]=[CH:17][CH:16]=[CH:15][CH:14]=2)([C:7]2[CH:12]=[CH:11][CH:10]=[CH:9][CH:8]=2)[CH2:5][CH2:4][N:3]1[CH2:19][CH2:20][CH2:21][C:22](O)=[O:23].Br.[F:26][C:27]([F:38])([F:37])[C:28]1[CH:29]=[C:30]2[C:34](=[CH:35][CH:36]=1)[CH2:33][NH:32][CH2:31]2.C(N=C=NCCCN(C)C)C, predict the reaction product. The product is: [O:23]=[C:22]([N:32]1[CH2:31][C:30]2[C:34](=[CH:35][CH:36]=[C:28]([C:27]([F:26])([F:37])[F:38])[CH:29]=2)[CH2:33]1)[CH2:21][CH2:20][CH2:19][N:3]1[CH2:4][CH2:5][C:6]([C:13]2[CH:18]=[CH:17][CH:16]=[CH:15][CH:14]=2)([C:7]2[CH:8]=[CH:9][CH:10]=[CH:11][CH:12]=2)[C:2]1=[O:1]. (7) Given the reactants [F:1][C:2]1[CH:7]=[C:6]([S:8]([CH3:11])(=[O:10])=[O:9])[C:5]([CH3:12])=[CH:4][C:3]=1[NH:13][C@H:14]1[CH2:18][CH2:17][N:16]([CH:19]2[CH2:24][CH2:23][N:22](C(OCC3C=CC=CC=3)=O)[CH2:21][CH2:20]2)[C:15]1=[O:35].[H][H], predict the reaction product. The product is: [F:1][C:2]1[CH:7]=[C:6]([S:8]([CH3:11])(=[O:10])=[O:9])[C:5]([CH3:12])=[CH:4][C:3]=1[NH:13][C@H:14]1[CH2:18][CH2:17][N:16]([CH:19]2[CH2:20][CH2:21][NH:22][CH2:23][CH2:24]2)[C:15]1=[O:35]. (8) Given the reactants C([O:5][C:6]([CH:8]1[CH2:10][CH:9]1[C:11]1[CH:16]=[CH:15][C:14]([O:17][C:18]([F:21])([F:20])[F:19])=[C:13]([C:22]2[CH:31]=[C:30]3[C:25]([C:26]([CH3:36])([CH3:35])[CH2:27][C:28](=[O:34])[N:29]3[CH2:32][CH3:33])=[CH:24][C:23]=2[CH3:37])[CH:12]=1)=[O:7])(C)(C)C, predict the reaction product. The product is: [CH2:32]([N:29]1[C:30]2[C:25](=[CH:24][C:23]([CH3:37])=[C:22]([C:13]3[CH:12]=[C:11]([CH:9]4[CH2:10][CH:8]4[C:6]([OH:7])=[O:5])[CH:16]=[CH:15][C:14]=3[O:17][C:18]([F:20])([F:19])[F:21])[CH:31]=2)[C:26]([CH3:36])([CH3:35])[CH2:27][C:28]1=[O:34])[CH3:33].